Dataset: Reaction yield outcomes from USPTO patents with 853,638 reactions. Task: Predict the reaction yield, written as a fraction of the theoretical maximum amount of product (1.0 means a 100% yield; for example, 0.34 means a 34% yield). (1) The reactants are [CH3:1][S:2](Cl)(=[O:4])=[O:3].[O:6]1[CH:10]([CH2:11][OH:12])[CH2:9][CH2:8][CH:7]1[CH2:13][OH:14].C(N(CC)CC)C. The catalyst is ClCCl. The product is [CH3:1][S:2]([O:14][CH2:13][CH:7]1[CH2:8][CH2:9][CH:10]([CH2:11][O:12][S:2]([CH3:1])(=[O:4])=[O:3])[O:6]1)(=[O:4])=[O:3]. The yield is 0.910. (2) The reactants are [Cl-].[Al+3].[Cl-].[Cl-].[C:5](OC(=O)C)(=[O:7])[CH3:6].[CH3:12][O:13][C:14]([C:16]1[CH:17]=[C:18]2[C:22](=[CH:23][CH:24]=1)[N:21]([S:25]([C:28]1[CH:33]=[CH:32][CH:31]=[CH:30][CH:29]=1)(=[O:27])=[O:26])[CH:20]=[CH:19]2)=[O:15]. The catalyst is ClC(Cl)C. The yield is 0.960. The product is [CH3:12][O:13][C:14]([C:16]1[CH:17]=[C:18]2[C:22](=[CH:23][CH:24]=1)[N:21]([S:25]([C:28]1[CH:33]=[CH:32][CH:31]=[CH:30][CH:29]=1)(=[O:26])=[O:27])[CH:20]=[C:19]2[C:5](=[O:7])[CH3:6])=[O:15].